Dataset: Catalyst prediction with 721,799 reactions and 888 catalyst types from USPTO. Task: Predict which catalyst facilitates the given reaction. (1) Reactant: [CH3:1][CH:2]([CH3:31])[CH2:3][CH:4]([NH:21][C:22]1[CH:30]=[CH:29][C:25]([C:26]([OH:28])=O)=[CH:24][N:23]=1)[C:5]1[CH:10]=[CH:9][C:8]([C:11]2[CH:16]=[CH:15][C:14]([C:17]([F:20])([F:19])[F:18])=[CH:13][CH:12]=2)=[CH:7][CH:6]=1.CC(S(N)=O)(C)C.F[P-](F)(F)(F)(F)F.N1(OC(N(C)C)=[N+](C)C)C2N=CC=CC=2N=N1.CN1CCOCC1.[NH:70]1[C:74]([CH2:75][NH2:76])=[N:73][N:72]=[N:71]1. Product: [N:70]1[NH:71][N:72]=[N:73][C:74]=1[CH2:75][NH:76][C:26](=[O:28])[C:25]1[CH:29]=[CH:30][C:22]([NH:21][CH:4]([C:5]2[CH:6]=[CH:7][C:8]([C:11]3[CH:16]=[CH:15][C:14]([C:17]([F:19])([F:20])[F:18])=[CH:13][CH:12]=3)=[CH:9][CH:10]=2)[CH2:3][CH:2]([CH3:1])[CH3:31])=[N:23][CH:24]=1. The catalyst class is: 9. (2) Reactant: [Br:1][C:2]1[CH:3]=[C:4]2[C:15]3([CH2:17][O:16]3)[C:14]3[CH:13]=[C:12]([Cl:18])[N:11]=[C:10]([F:19])[C:9]=3[O:8][C:5]2=[CH:6][CH:7]=1.[N:20]([Si](C)(C)C)=[N+:21]=[N-:22]. Product: [N:20]([C:15]1([CH2:17][OH:16])[C:14]2[CH:13]=[C:12]([Cl:18])[N:11]=[C:10]([F:19])[C:9]=2[O:8][C:5]2[C:4]1=[CH:3][C:2]([Br:1])=[CH:7][CH:6]=2)=[N+:21]=[N-:22]. The catalyst class is: 173. (3) Reactant: C[O:2][C:3]([C:5]1[N:6]=[C:7]2[C:12]([NH:13][C:14](=[O:19])[C:15]([CH3:18])([CH3:17])[CH3:16])=[CH:11][CH:10]=[CH:9][N:8]2[C:20]=1[CH3:21])=O.[H-].[Al+3].[Li+].[H-].[H-].[H-].O.[OH-].[Na+]. Product: [OH:2][CH2:3][C:5]1[N:6]=[C:7]2[C:12]([NH:13][C:14](=[O:19])[C:15]([CH3:16])([CH3:17])[CH3:18])=[CH:11][CH:10]=[CH:9][N:8]2[C:20]=1[CH3:21]. The catalyst class is: 7. (4) Reactant: [N+:1]([C:4]1[CH:5]=[C:6]2[C:10](=[CH:11][CH:12]=1)[NH:9][CH:8]=[CH:7]2)([O-:3])=[O:2].[CH3:13][N:14]1[CH:18]2[CH2:19][C:20]([CH2:22][CH:15]1[CH2:16][CH2:17]2)=O.OP(O)(O)=O. Product: [CH3:13][N:14]1[CH:15]2[CH2:16][CH2:17][CH:18]1[CH2:19][C:20]([C:7]1[C:6]3[C:10](=[CH:11][CH:12]=[C:4]([N+:1]([O-:3])=[O:2])[CH:5]=3)[NH:9][CH:8]=1)=[CH:22]2. The catalyst class is: 15.